The task is: Predict the reaction yield, written as a fraction of the theoretical maximum amount of product (1.0 means a 100% yield; for example, 0.34 means a 34% yield).. This data is from Reaction yield outcomes from USPTO patents with 853,638 reactions. (1) The reactants are F[C:2]1[CH:9]=[C:8]([C:10]2[N:14]3[CH2:15][CH2:16][CH2:17][C:18](=[O:19])[C:13]3=[C:12]([CH3:20])[N:11]=2)[CH:7]=[CH:6][C:3]=1[C:4]#[N:5].[NH2:21][CH:22]1[CH2:27][CH2:26][O:25][CH2:24][CH2:23]1.C(N(CC)C(C)C)(C)C. The catalyst is CS(C)=O.O.C(OCC)(=O)C. The product is [CH3:20][C:12]1[N:11]=[C:10]([C:8]2[CH:7]=[CH:6][C:3]([C:4]#[N:5])=[C:2]([NH:21][CH:22]3[CH2:27][CH2:26][O:25][CH2:24][CH2:23]3)[CH:9]=2)[N:14]2[CH2:15][CH2:16][CH2:17][C:18](=[O:19])[C:13]=12. The yield is 0.190. (2) The reactants are [OH:1][CH:2]([CH:23]([CH3:25])[CH3:24])[C:3]#[C:4][C:5]1[CH:6]=[CH:7][C:8]2[N:9]([C:11]([CH2:14][NH:15][C:16](=[O:22])[O:17][C:18]([CH3:21])([CH3:20])[CH3:19])=[N:12][N:13]=2)[N:10]=1. The catalyst is C(Cl)Cl.[O-2].[O-2].[Mn+4]. The product is [CH3:24][CH:23]([CH3:25])[C:2](=[O:1])[C:3]#[C:4][C:5]1[CH:6]=[CH:7][C:8]2[N:9]([C:11]([CH2:14][NH:15][C:16](=[O:22])[O:17][C:18]([CH3:20])([CH3:19])[CH3:21])=[N:12][N:13]=2)[N:10]=1. The yield is 0.507. (3) The reactants are [Br:1][C:2]1[CH:3]=[C:4]([N:8]2[C:12]3[CH2:13][CH2:14][C:15](O)([CH3:16])[C:11]=3[C:10]([C:18]([O:20][CH2:21][CH3:22])=[O:19])=[N:9]2)[CH:5]=[CH:6][CH:7]=1.C([SiH](CC)CC)C.B(F)(F)F.CCOCC. The catalyst is ClCCl. The product is [Br:1][C:2]1[CH:3]=[C:4]([N:8]2[C:12]3[CH2:13][CH2:14][CH:15]([CH3:16])[C:11]=3[C:10]([C:18]([O:20][CH2:21][CH3:22])=[O:19])=[N:9]2)[CH:5]=[CH:6][CH:7]=1. The yield is 0.250. (4) The reactants are [C:1]([NH:5][C:6](=[O:8])[OH:7])([CH3:4])([CH3:3])[CH3:2].C[O:10][CH2:11][C:12]1([S:15]([NH2:18])(=[O:17])=[O:16])[CH2:14][CH2:13]1.[CH3:19][C:20]1[O:24][N:23]=[C:22]([CH3:25])[C:21]=1[N:26]=C=O. No catalyst specified. The product is [C:1]([NH:5][C:6](=[O:7])[OH:8])([CH3:4])([CH3:3])[CH3:2].[CH3:25][C:22]1[C:21]([NH:26][C:11]([C:12]2([S:15]([NH2:18])(=[O:17])=[O:16])[CH2:14][CH2:13]2)=[O:10])=[C:20]([CH3:19])[O:24][N:23]=1. The yield is 1.00. (5) The reactants are [CH2:1]([N:8]1[CH:16]=[C:15]2[C:10]([CH:11]=[C:12]([C:17]3[CH:18]=[C:19]([CH:27]4[CH2:31][CH2:30][NH:29][CH2:28]4)[N:20]4[C:25]=3[C:24]([NH2:26])=[N:23][CH:22]=[N:21]4)[CH:13]=[CH:14]2)=[N:9]1)[C:2]1[CH:7]=[CH:6][CH:5]=[CH:4][CH:3]=1.Cl.[CH3:33][N:34]([CH3:40])[CH2:35][CH2:36][C:37](O)=[O:38]. No catalyst specified. The product is [CH2:1]([N:8]1[CH:16]=[C:15]2[C:10]([CH:11]=[C:12]([C:17]3[CH:18]=[C:19]([CH:27]4[CH2:31][CH2:30][N:29]([C:37](=[O:38])[CH2:36][CH2:35][N:34]([CH3:40])[CH3:33])[CH2:28]4)[N:20]4[C:25]=3[C:24]([NH2:26])=[N:23][CH:22]=[N:21]4)[CH:13]=[CH:14]2)=[N:9]1)[C:2]1[CH:3]=[CH:4][CH:5]=[CH:6][CH:7]=1. The yield is 0.180. (6) The reactants are [C:1]([C:4]1[N:9]=[C:8]([C:10]([OH:12])=[O:11])[CH:7]=[CH:6][CH:5]=1)(=O)[NH2:2]. The catalyst is P(Cl)(Cl)(Cl)=O. The product is [C:1]([C:4]1[N:9]=[C:8]([C:10]([OH:12])=[O:11])[CH:7]=[CH:6][CH:5]=1)#[N:2]. The yield is 0.560. (7) The yield is 0.650. The catalyst is C(Cl)Cl. The product is [C:1]([O:5][C:6]([N:8]1[CH2:9][CH2:10][C:11]2([C:14]3[CH:19]=[CH:18][C:17]([Cl:20])=[CH:16][CH:15]=3)[CH:12]([O:29]2)[CH2:13]1)=[O:7])([CH3:4])([CH3:2])[CH3:3]. The reactants are [C:1]([O:5][C:6]([N:8]1[CH2:13][CH:12]=[C:11]([C:14]2[CH:19]=[CH:18][C:17]([Cl:20])=[CH:16][CH:15]=2)[CH2:10][CH2:9]1)=[O:7])([CH3:4])([CH3:3])[CH3:2].ClC1C=CC=C(C(OO)=[O:29])C=1.